The task is: Regression. Given a peptide amino acid sequence and an MHC pseudo amino acid sequence, predict their binding affinity value. This is MHC class II binding data.. This data is from Peptide-MHC class II binding affinity with 134,281 pairs from IEDB. (1) The peptide sequence is FEEAEQVRE. The MHC is HLA-DQA10501-DQB10201 with pseudo-sequence HLA-DQA10501-DQB10201. The binding affinity (normalized) is 0.162. (2) The peptide sequence is DLPVWLSWQVAKAGL. The MHC is DRB3_0101 with pseudo-sequence DRB3_0101. The binding affinity (normalized) is 0.334. (3) The peptide sequence is SQMLELSWNLNGLQAY. The MHC is HLA-DQA10301-DQB10302 with pseudo-sequence HLA-DQA10301-DQB10302. The binding affinity (normalized) is 0.393. (4) The peptide sequence is VADAYITLVTLPKSS. The binding affinity (normalized) is 0.215. The MHC is DRB1_0701 with pseudo-sequence DRB1_0701. (5) The peptide sequence is STGEAHLAEENEGDN. The MHC is DRB1_1301 with pseudo-sequence DRB1_1301. The binding affinity (normalized) is 0.